From a dataset of Aqueous solubility values for 9,982 compounds from the AqSolDB database. Regression/Classification. Given a drug SMILES string, predict its absorption, distribution, metabolism, or excretion properties. Task type varies by dataset: regression for continuous measurements (e.g., permeability, clearance, half-life) or binary classification for categorical outcomes (e.g., BBB penetration, CYP inhibition). For this dataset (solubility_aqsoldb), we predict Y. (1) The molecule is O=C(O)/C=C\c1cccc(O)c1. The Y is -2.10 log mol/L. (2) The compound is Clc1cccc(Cl)c1Oc1ccccc1. The Y is -5.06 log mol/L. (3) The drug is CC[N+](=O)[O-]. The Y is -0.220 log mol/L. (4) The molecule is Cc1ccc(N(C)N=CC2=[N+](C)c3ccccc3C2(C)C)cc1.[Cl-]. The Y is -1.33 log mol/L. (5) The molecule is CCCCCCCCCC(=O)Oc1ccc(NC(C)=O)cc1. The Y is -4.53 log mol/L. (6) The drug is CCCCOCCOC(=O)c1ccccc1. The Y is -3.32 log mol/L. (7) The drug is CCCCC(=O)OCC(CO)(CO)COCC(CO)(CO)CO. The Y is -6.83 log mol/L. (8) The drug is C[C@]12C[C@H](O)[C@H]3[C@@H](CCC4=CC(=O)CC[C@@]43C)[C@@H]1CC[C@@H]2C(=O)CO. The Y is -3.24 log mol/L.